This data is from Full USPTO retrosynthesis dataset with 1.9M reactions from patents (1976-2016). The task is: Predict the reactants needed to synthesize the given product. (1) Given the product [CH:15]1([CH2:18][N:6]2[C:5](=[O:12])[O:4][C:2](=[O:3])[C:1]3=[CH:11][CH:10]=[CH:9][CH:8]=[C:7]23)[CH2:17][CH2:16]1, predict the reactants needed to synthesize it. The reactants are: [C:1]12[C:7](=[CH:8][CH:9]=[CH:10][CH:11]=1)[NH:6][C:5](=[O:12])[O:4][C:2]2=[O:3].[H-].[Na+].[CH:15]1([CH2:18]Br)[CH2:17][CH2:16]1. (2) Given the product [I:1][C:2]1[N:3]=[N:4][C:5]([N:25]2[CH2:26][CH2:27][CH2:28][N:22]([C:15]([O:17][C:18]([CH3:21])([CH3:20])[CH3:19])=[O:16])[CH2:23][CH2:24]2)=[CH:6][CH:7]=1, predict the reactants needed to synthesize it. The reactants are: [I:1][C:2]1[N:3]=[N:4][C:5](I)=[CH:6][CH:7]=1.C(=O)([O-])[O-].[K+].[K+].[C:15]([N:22]1[CH2:28][CH2:27][CH2:26][NH:25][CH2:24][CH2:23]1)([O:17][C:18]([CH3:21])([CH3:20])[CH3:19])=[O:16]. (3) Given the product [Cl:14][C:9]1[CH:10]=[CH:11][CH:12]=[CH:13][C:8]=1[C:6]1[O:5][N:4]=[C:3]([CH2:2][S:29][C:26]2[CH:27]=[CH:28][C:20]([O:19][CH2:18][C:17]([OH:30])=[O:16])=[C:21]3[C:25]=2[CH2:24][CH2:23][CH2:22]3)[CH:7]=1, predict the reactants needed to synthesize it. The reactants are: Cl[CH2:2][C:3]1[CH:7]=[C:6]([C:8]2[CH:13]=[CH:12][CH:11]=[CH:10][C:9]=2[Cl:14])[O:5][N:4]=1.C[O:16][C:17](=[O:30])[CH2:18][O:19][C:20]1[CH:28]=[CH:27][C:26]([SH:29])=[C:25]2[C:21]=1[CH2:22][CH2:23][CH2:24]2. (4) Given the product [C:40]([C:39]1[CH:42]=[C:35]([C:2]2[C:3]([N:22]([CH2:24][CH2:25][OH:26])[CH3:23])=[N:4][CH:5]=[C:6]([C:7]([NH:9][C:10]3[CH:15]=[CH:14][C:13]([S:16][C:17]([F:20])([F:19])[F:18])=[CH:12][CH:11]=3)=[O:8])[CH:21]=2)[CH:36]=[N:37][CH:38]=1)#[N:41], predict the reactants needed to synthesize it. The reactants are: Br[C:2]1[C:3]([N:22]([CH2:24][CH2:25][OH:26])[CH3:23])=[N:4][CH:5]=[C:6]([CH:21]=1)[C:7]([NH:9][C:10]1[CH:15]=[CH:14][C:13]([S:16][C:17]([F:20])([F:19])[F:18])=[CH:12][CH:11]=1)=[O:8].CC1(C)C(C)(C)OB([C:35]2[CH:36]=[N:37][CH:38]=[C:39]([CH:42]=2)[C:40]#[N:41])O1. (5) Given the product [NH2:12][C:7]1[CH:8]=[CH:9][CH:10]=[C:11]2[C:6]=1[CH:5]=[CH:4][C:3](=[O:15])[N:2]2[CH3:1], predict the reactants needed to synthesize it. The reactants are: [CH3:1][N:2]1[C:11]2[C:6](=[C:7]([N+:12]([O-])=O)[CH:8]=[CH:9][CH:10]=2)[CH:5]=[CH:4][C:3]1=[O:15].[H][H].